From a dataset of Catalyst prediction with 721,799 reactions and 888 catalyst types from USPTO. Predict which catalyst facilitates the given reaction. (1) Reactant: [CH2:1]([CH:8]1[CH2:14][N:13]([CH2:15][C:16](O)=[O:17])[C:12](=[O:19])[CH2:11][N:10]([S:20]([C:23]2[CH:28]=[CH:27][C:26]([Cl:29])=[CH:25][CH:24]=2)(=[O:22])=[O:21])[C:9]1=[O:30])[C:2]1[CH:7]=[CH:6][CH:5]=[CH:4][CH:3]=1.[NH2:31][C:32]1[CH:37]=[CH:36][CH:35]=[CH:34][CH:33]=1.C(N(CC)CC)C. Product: [CH2:1]([CH:8]1[CH2:14][N:13]([CH2:15][C:16]([NH:31][C:32]2[CH:37]=[CH:36][CH:35]=[CH:34][CH:33]=2)=[O:17])[C:12](=[O:19])[CH2:11][N:10]([S:20]([C:23]2[CH:28]=[CH:27][C:26]([Cl:29])=[CH:25][CH:24]=2)(=[O:22])=[O:21])[C:9]1=[O:30])[C:2]1[CH:3]=[CH:4][CH:5]=[CH:6][CH:7]=1. The catalyst class is: 42. (2) Reactant: [CH2:1]([NH:8][C@H:9]([CH2:18][OH:19])[CH2:10][C:11]1[CH:16]=[CH:15][C:14]([OH:17])=[CH:13][CH:12]=1)[C:2]1[CH:7]=[CH:6][CH:5]=[CH:4][CH:3]=1.[O:20]([CH2:27][C@H:28]1[O:30][CH2:29]1)[C:21]1[CH:26]=[CH:25][CH:24]=[CH:23][CH:22]=1. Product: [CH2:1]([N:8]([CH2:29][C@H:28]([OH:30])[CH2:27][O:20][C:21]1[CH:26]=[CH:25][CH:24]=[CH:23][CH:22]=1)[C@H:9]([CH2:18][OH:19])[CH2:10][C:11]1[CH:12]=[CH:13][C:14]([OH:17])=[CH:15][CH:16]=1)[C:2]1[CH:3]=[CH:4][CH:5]=[CH:6][CH:7]=1. The catalyst class is: 8. (3) Reactant: Cl.[NH2:2][CH2:3][CH2:4][S:5]([NH2:8])(=[O:7])=[O:6].Cl[C:10]1[N:15]=[C:14]([O:16][CH3:17])[C:13]([N+:18]([O-:20])=[O:19])=[C:12]([O:21][CH3:22])[N:11]=1. Product: [CH3:17][O:16][C:14]1[C:13]([N+:18]([O-:20])=[O:19])=[C:12]([O:21][CH3:22])[N:11]=[C:10]([NH:2][CH2:3][CH2:4][S:5]([NH2:8])(=[O:7])=[O:6])[N:15]=1. The catalyst class is: 66. (4) Reactant: [NH:1]1[CH2:6][CH2:5][CH:4]([CH2:7][NH:8][C:9](=[O:15])[O:10][C:11]([CH3:14])([CH3:13])[CH3:12])[CH2:3][CH2:2]1.C(=O)([O-])[O-].[K+].[K+].Br[CH2:23][C:24]#[N:25]. Product: [C:24]([CH2:23][N:1]1[CH2:6][CH2:5][CH:4]([CH2:7][NH:8][C:9](=[O:15])[O:10][C:11]([CH3:12])([CH3:14])[CH3:13])[CH2:3][CH2:2]1)#[N:25]. The catalyst class is: 23. (5) Reactant: [OH-].[Na+].C[O:4][C:5](=[O:24])[C:6]1[CH:11]=[CH:10][C:9]([CH:12]([OH:22])/[CH:13]=[CH:14]/[C:15]2[CH:20]=[CH:19][CH:18]=[C:17]([OH:21])[CH:16]=2)=[CH:8][C:7]=1[Cl:23]. Product: [Cl:23][C:7]1[CH:8]=[C:9]([CH:12]([OH:22])[CH:13]=[CH:14][C:15]2[CH:20]=[CH:19][CH:18]=[C:17]([OH:21])[CH:16]=2)[CH:10]=[CH:11][C:6]=1[C:5]([OH:24])=[O:4]. The catalyst class is: 111. (6) Reactant: C([N:8]1[C@@H:13]2[C@@:14]([C:17]([O:19][CH2:20][CH3:21])=[O:18])([F:16])[CH2:15][C@@:9]1([C:38]1[CH:43]=[CH:42][CH:41]=[CH:40][CH:39]=1)[C@H:10]([O:22][CH2:23][C:24]1[CH:29]=[C:28]([C:30]([F:33])([F:32])[F:31])[CH:27]=[C:26]([C:34]([F:37])([F:36])[F:35])[CH:25]=1)[CH2:11][CH2:12]2)C1C=CC=CC=1. Product: [F:36][C:34]([F:35])([F:37])[C:26]1[CH:25]=[C:24]([CH2:23][O:22][C@@H:10]2[CH2:11][CH2:12][C@@H:13]3[NH:8][C@@:9]2([C:38]2[CH:43]=[CH:42][CH:41]=[CH:40][CH:39]=2)[CH2:15][C@:14]3([C:17]([O:19][CH2:20][CH3:21])=[O:18])[F:16])[CH:29]=[C:28]([C:30]([F:31])([F:32])[F:33])[CH:27]=1. The catalyst class is: 63. (7) Reactant: [In].[Cl-].[In+3].[Cl-].[Cl-].[Cl-].[Li+].C(N(C)C)CCC.C(O[CH2:19][CH:20]=[CH:21][CH2:22][C:23]([C:34]1[CH:39]=[CH:38][C:37]([CH3:40])=[CH:36][C:35]=1I)([C:29]([O:31][CH2:32][CH3:33])=[O:30])[C:24]([O:26][CH2:27][CH3:28])=[O:25])(=O)C. Product: [CH3:40][C:37]1[CH:38]=[C:39]2[C:34](=[CH:35][CH:36]=1)[C:23]([C:29]([O:31][CH2:32][CH3:33])=[O:30])([C:24]([O:26][CH2:27][CH3:28])=[O:25])[CH2:22][CH:21]2[CH:20]=[CH2:19]. The catalyst class is: 128. (8) Reactant: [Br-:1].O[CH:3]1[CH2:7][CH2:6][N@@+:5]([CH3:18])([CH2:8][C:9](=O)[NH:10][C:11]2[CH:16]=[N:15][CH:14]=CN=2)[CH2:4]1.[H-].[Na+].[CH:21]1([C:27]([OH:37])([C:31]2[CH:36]=[CH:35][CH:34]=[CH:33][CH:32]=2)[C:28]([OH:30])=[O:29])[CH2:26][CH2:25][CH2:24][CH2:23][CH2:22]1.C1N=C[N:40]([C:43](N2C=NC=C2)=[O:44])C=1.[Na].[Br-].O[C@@H]1CC[N+](C)(CC(=O)NC2C=NC=CN=2)C1. Product: [Br-:1].[CH:31]1([C:27]([OH:37])([C:21]2[CH:26]=[CH:25][CH:24]=[CH:23][CH:22]=2)[C:28]([O:30][CH:4]2[CH2:3][CH2:7][CH2:6][N+:5]2([CH3:18])[CH:8]([C:9]2[CH:14]=[N:15][CH:16]=[CH:11][N:10]=2)[C:43](=[O:44])[NH2:40])=[O:29])[CH2:32][CH2:33][CH2:34][CH2:35][CH2:36]1. The catalyst class is: 3. (9) Reactant: Cl[C:2]1[C:11]2[C:6](=[CH:7][CH:8]=[CH:9][CH:10]=2)[N:5]=[CH:4][C:3]=1[NH:12][C:13](=O)[CH2:14][CH2:15][CH2:16][CH3:17].[NH2:19][O:20][CH2:21][CH2:22][CH2:23][CH2:24][NH:25][C:26](=[O:35])[O:27][CH2:28][C:29]1[CH:34]=[CH:33][CH:32]=[CH:31][CH:30]=1.C(N(CC)CC)C. The catalyst class is: 41. Product: [CH2:14]([C:13]1[N:19]([O:20][CH2:21][CH2:22][CH2:23][CH2:24][NH:25][C:26](=[O:35])[O:27][CH2:28][C:29]2[CH:30]=[CH:31][CH:32]=[CH:33][CH:34]=2)[C:2]2[C:11]3[CH:10]=[CH:9][CH:8]=[CH:7][C:6]=3[N:5]=[CH:4][C:3]=2[N:12]=1)[CH2:15][CH2:16][CH3:17].